From a dataset of NCI-60 drug combinations with 297,098 pairs across 59 cell lines. Regression. Given two drug SMILES strings and cell line genomic features, predict the synergy score measuring deviation from expected non-interaction effect. (1) Drug 1: CC1=C2C(C(=O)C3(C(CC4C(C3C(C(C2(C)C)(CC1OC(=O)C(C(C5=CC=CC=C5)NC(=O)OC(C)(C)C)O)O)OC(=O)C6=CC=CC=C6)(CO4)OC(=O)C)OC)C)OC. Drug 2: CC1=CC=C(C=C1)C2=CC(=NN2C3=CC=C(C=C3)S(=O)(=O)N)C(F)(F)F. Cell line: UACC62. Synergy scores: CSS=41.8, Synergy_ZIP=7.40, Synergy_Bliss=9.48, Synergy_Loewe=-26.2, Synergy_HSA=8.78. (2) Drug 1: CCC1=C2CN3C(=CC4=C(C3=O)COC(=O)C4(CC)O)C2=NC5=C1C=C(C=C5)O. Drug 2: CC12CCC3C(C1CCC2O)C(CC4=C3C=CC(=C4)O)CCCCCCCCCS(=O)CCCC(C(F)(F)F)(F)F. Cell line: SW-620. Synergy scores: CSS=16.0, Synergy_ZIP=-4.86, Synergy_Bliss=-0.821, Synergy_Loewe=-55.7, Synergy_HSA=-0.528. (3) Drug 1: C1CCN(CC1)CCOC2=CC=C(C=C2)C(=O)C3=C(SC4=C3C=CC(=C4)O)C5=CC=C(C=C5)O. Drug 2: CC1=CC2C(CCC3(C2CCC3(C(=O)C)OC(=O)C)C)C4(C1=CC(=O)CC4)C. Cell line: NCI/ADR-RES. Synergy scores: CSS=-0.732, Synergy_ZIP=-0.735, Synergy_Bliss=-2.97, Synergy_Loewe=-3.34, Synergy_HSA=-3.59. (4) Drug 1: CC1=C2C(C(=O)C3(C(CC4C(C3C(C(C2(C)C)(CC1OC(=O)C(C(C5=CC=CC=C5)NC(=O)OC(C)(C)C)O)O)OC(=O)C6=CC=CC=C6)(CO4)OC(=O)C)O)C)O. Drug 2: CC1=C(C(=CC=C1)Cl)NC(=O)C2=CN=C(S2)NC3=CC(=NC(=N3)C)N4CCN(CC4)CCO. Cell line: MDA-MB-231. Synergy scores: CSS=14.0, Synergy_ZIP=-4.11, Synergy_Bliss=3.07, Synergy_Loewe=3.44, Synergy_HSA=4.00. (5) Drug 1: C1=CC(=C2C(=C1NCCNCCO)C(=O)C3=C(C=CC(=C3C2=O)O)O)NCCNCCO. Drug 2: CC1=C(N=C(N=C1N)C(CC(=O)N)NCC(C(=O)N)N)C(=O)NC(C(C2=CN=CN2)OC3C(C(C(C(O3)CO)O)O)OC4C(C(C(C(O4)CO)O)OC(=O)N)O)C(=O)NC(C)C(C(C)C(=O)NC(C(C)O)C(=O)NCCC5=NC(=CS5)C6=NC(=CS6)C(=O)NCCC[S+](C)C)O. Cell line: HOP-92. Synergy scores: CSS=48.4, Synergy_ZIP=-3.66, Synergy_Bliss=-1.82, Synergy_Loewe=-0.292, Synergy_HSA=2.42. (6) Drug 1: CC1=C(C=C(C=C1)NC2=NC=CC(=N2)N(C)C3=CC4=NN(C(=C4C=C3)C)C)S(=O)(=O)N.Cl. Drug 2: CCC1=CC2CC(C3=C(CN(C2)C1)C4=CC=CC=C4N3)(C5=C(C=C6C(=C5)C78CCN9C7C(C=CC9)(C(C(C8N6C)(C(=O)OC)O)OC(=O)C)CC)OC)C(=O)OC.C(C(C(=O)O)O)(C(=O)O)O. Cell line: SN12C. Synergy scores: CSS=29.3, Synergy_ZIP=1.53, Synergy_Bliss=3.28, Synergy_Loewe=4.50, Synergy_HSA=4.63.